Dataset: Forward reaction prediction with 1.9M reactions from USPTO patents (1976-2016). Task: Predict the product of the given reaction. (1) Given the reactants [NH2:1][CH2:2][CH2:3][N:4]1[C:8](=[O:9])/[C:7](=[CH:10]/[C:11]2[CH:12]=[C:13]3[C:17](=[CH:18][CH:19]=2)[N:16]([CH2:20][C:21]2[CH:26]=[CH:25][C:24]([Cl:27])=[CH:23][C:22]=2[C:28]([F:31])([F:30])[F:29])[N:15]=[CH:14]3)/[S:6][C:5]1=[O:32].[N:33]1([S:39](Cl)(=[O:41])=[O:40])[CH2:38][CH2:37][O:36][CH2:35][CH2:34]1, predict the reaction product. The product is: [Cl:27][C:24]1[CH:25]=[CH:26][C:21]([CH2:20][N:16]2[C:17]3[C:13](=[CH:12][C:11](/[CH:10]=[C:7]4/[C:8](=[O:9])[N:4]([CH2:3][CH2:2][NH:1][S:39]([N:33]5[CH2:38][CH2:37][O:36][CH2:35][CH2:34]5)(=[O:41])=[O:40])[C:5](=[O:32])[S:6]/4)=[CH:19][CH:18]=3)[CH:14]=[N:15]2)=[C:22]([C:28]([F:30])([F:29])[F:31])[CH:23]=1. (2) Given the reactants CC1(C)C(C)(C)OB([C:9]2[CH2:14][CH2:13][CH:12]([O:15][CH2:16][CH:17]3[CH2:22][CH2:21][N:20]([C:23]([O:25][C:26]([CH3:29])([CH3:28])[CH3:27])=[O:24])[CH2:19][CH2:18]3)[CH2:11][CH:10]=2)O1.FC(F)(F)S(O[C:37]1[C:38]([CH3:47])=[N:39][C:40]([S:43]([CH3:46])(=[O:45])=[O:44])=[CH:41][CH:42]=1)(=O)=O.C(=O)([O-])[O-].[Na+].[Na+].CC#N.O, predict the reaction product. The product is: [CH3:47][C:38]1[C:37]([C:9]2[CH2:14][CH2:13][CH:12]([O:15][CH2:16][CH:17]3[CH2:18][CH2:19][N:20]([C:23]([O:25][C:26]([CH3:29])([CH3:27])[CH3:28])=[O:24])[CH2:21][CH2:22]3)[CH2:11][CH:10]=2)=[CH:42][CH:41]=[C:40]([S:43]([CH3:46])(=[O:45])=[O:44])[N:39]=1. (3) Given the reactants [N+:1]([C:4]1[CH:8]=[CH:7][NH:6][N:5]=1)([O-:3])=[O:2].[H-].[Na+].Br[CH2:12][CH:13]=[C:14]([CH3:16])[CH3:15], predict the reaction product. The product is: [CH3:15][C:14]([CH3:16])=[CH:13][CH2:12][N:6]1[CH:7]=[CH:8][C:4]([N+:1]([O-:3])=[O:2])=[N:5]1. (4) Given the reactants C[O:2][C:3]([C:5]1[CH:10]=[CH:9][CH:8]=[C:7]([C:11]2[CH:12]=[N:13][N:14]([CH2:16][CH2:17][CH2:18][S:19][CH2:20][CH2:21][NH:22][C:23]([O:25][C:26]([CH3:29])([CH3:28])[CH3:27])=[O:24])[CH:15]=2)[N:6]=1)=[O:4].O.[OH-].[Li+:32], predict the reaction product. The product is: [C:26]([O:25][C:23]([NH:22][CH2:21][CH2:20][S:19][CH2:18][CH2:17][CH2:16][N:14]1[CH:15]=[C:11]([C:7]2[N:6]=[C:5]([C:3]([O-:4])=[O:2])[CH:10]=[CH:9][CH:8]=2)[CH:12]=[N:13]1)=[O:24])([CH3:29])([CH3:27])[CH3:28].[Li+:32]. (5) Given the reactants ClC1C=CC(C(N)C(N)CC(C)C)=CC=1.Cl.C(OC1C=C(OC)C=CC=1C(=N)OCC)C.[Cl:33][C:34]1[CH:39]=[CH:38][C:37]([CH:40]2[NH:44][C:43]([C:45]3[CH:50]=[CH:49][C:48]([O:51][CH3:52])=[CH:47][C:46]=3[O:53][CH2:54][CH3:55])=[N:42][CH:41]2[CH2:56][CH:57]2[CH2:61]CC[CH2:58]2)=[CH:36][CH:35]=1, predict the reaction product. The product is: [Cl:33][C:34]1[CH:35]=[CH:36][C:37]([CH:40]2[NH:44][C:43]([C:45]3[CH:50]=[CH:49][C:48]([O:51][CH3:52])=[CH:47][C:46]=3[O:53][CH2:54][CH3:55])=[N:42][CH:41]2[CH2:56][CH:57]([CH3:58])[CH3:61])=[CH:38][CH:39]=1.